This data is from Retrosynthesis with 50K atom-mapped reactions and 10 reaction types from USPTO. The task is: Predict the reactants needed to synthesize the given product. (1) The reactants are: CC(=O)OC(C)=O.CC(OCc1ncc[nH]1)c1cccc(-n2cnc3cc(CN)ccc32)c1. Given the product CC(=O)NCc1ccc2c(c1)ncn2-c1cccc(C(C)OCc2ncc[nH]2)c1, predict the reactants needed to synthesize it. (2) Given the product O=C(NC1CC1)c1ccc2cc(C(=O)NC(c3cccc(C(F)(F)F)c3)C(F)(F)F)oc2c1, predict the reactants needed to synthesize it. The reactants are: NC1CC1.O=C(O)c1ccc2cc(C(=O)NC(c3cccc(C(F)(F)F)c3)C(F)(F)F)oc2c1. (3) Given the product CC(C)(C)[Si](c1ccccc1)(c1ccccc1)N1C(=O)C[C@H]1CO, predict the reactants needed to synthesize it. The reactants are: CC(C)(C)[Si](c1ccccc1)(c1ccccc1)N1C(=O)C[C@H]1C(=O)OCc1ccccc1.